This data is from Full USPTO retrosynthesis dataset with 1.9M reactions from patents (1976-2016). The task is: Predict the reactants needed to synthesize the given product. (1) Given the product [CH3:1][O:2][C:3](=[O:18])[C:4]1[CH:9]=[CH:8][CH:7]=[C:6]([C:10]2[S:32][C:12]([CH2:15][CH2:16][O:17][CH:24]3[CH2:23][CH2:22][CH2:21][CH2:20][O:19]3)=[N:13][N:14]=2)[CH:5]=1, predict the reactants needed to synthesize it. The reactants are: [CH3:1][O:2][C:3](=[O:18])[C:4]1[CH:9]=[CH:8][CH:7]=[C:6]([C:10]2O[C:12]([CH2:15][CH2:16][OH:17])=[N:13][N:14]=2)[CH:5]=1.[O:19]1[CH:24]=[CH:23][CH2:22][CH2:21][CH2:20]1.O.C1(C)C=CC([S:32](O)(=O)=O)=CC=1. (2) Given the product [CH3:1][C:2]1[N:7]=[CH:6][C:5]([N:8]2[CH:12]=[C:11]([C:13]3[N:14]=[CH:15][S:16][CH:17]=3)[N:10]=[C:9]2[C:18]2[CH:19]=[CH:20][C:21]([NH:24][C:25]3[C:30]([NH2:31])=[CH:29][CH:28]=[CH:27][N:26]=3)=[CH:22][CH:23]=2)=[CH:4][CH:3]=1, predict the reactants needed to synthesize it. The reactants are: [CH3:1][C:2]1[N:7]=[CH:6][C:5]([N:8]2[CH:12]=[C:11]([C:13]3[N:14]=[CH:15][S:16][CH:17]=3)[N:10]=[C:9]2[C:18]2[CH:23]=[CH:22][C:21]([NH:24][C:25]3[C:30]([N+:31]([O-])=O)=[CH:29][CH:28]=[CH:27][N:26]=3)=[CH:20][CH:19]=2)=[CH:4][CH:3]=1.[H][H].